This data is from Peptide-MHC class II binding affinity with 134,281 pairs from IEDB. The task is: Regression. Given a peptide amino acid sequence and an MHC pseudo amino acid sequence, predict their binding affinity value. This is MHC class II binding data. (1) The peptide sequence is YPWDRIEEVTRMAMT. The MHC is HLA-DQA10303-DQB10402 with pseudo-sequence HLA-DQA10303-DQB10402. The binding affinity (normalized) is 0. (2) The peptide sequence is TLWQRPLVTIKIGGQLIEAL. The MHC is HLA-DQA10301-DQB10302 with pseudo-sequence HLA-DQA10301-DQB10302. The binding affinity (normalized) is 0.126. (3) The peptide sequence is LLSYVIGLLPQGSVI. The MHC is DRB1_0301 with pseudo-sequence DRB1_0301. The binding affinity (normalized) is 0.398. (4) The peptide sequence is AIKAGTGGAYESYKF. The MHC is DRB1_0405 with pseudo-sequence DRB1_0405. The binding affinity (normalized) is 0.175. (5) The peptide sequence is NMLTHSINSLISDNL. The MHC is H-2-IAb with pseudo-sequence H-2-IAb. The binding affinity (normalized) is 0.299. (6) The MHC is HLA-DQA10401-DQB10402 with pseudo-sequence HLA-DQA10401-DQB10402. The binding affinity (normalized) is 0.557. The peptide sequence is INEPTAAAIAYGVDR. (7) The peptide sequence is PSINDLDEVISNKFH. The MHC is DRB1_0701 with pseudo-sequence DRB1_0701. The binding affinity (normalized) is 0.558.